Regression. Given two drug SMILES strings and cell line genomic features, predict the synergy score measuring deviation from expected non-interaction effect. From a dataset of NCI-60 drug combinations with 297,098 pairs across 59 cell lines. (1) Drug 1: C1CCN(CC1)CCOC2=CC=C(C=C2)C(=O)C3=C(SC4=C3C=CC(=C4)O)C5=CC=C(C=C5)O. Drug 2: CN(C)C1=NC(=NC(=N1)N(C)C)N(C)C. Cell line: ACHN. Synergy scores: CSS=-1.58, Synergy_ZIP=1.98, Synergy_Bliss=1.16, Synergy_Loewe=-3.08, Synergy_HSA=-2.24. (2) Drug 1: CC1CCC2CC(C(=CC=CC=CC(CC(C(=O)C(C(C(=CC(C(=O)CC(OC(=O)C3CCCCN3C(=O)C(=O)C1(O2)O)C(C)CC4CCC(C(C4)OC)OCCO)C)C)O)OC)C)C)C)OC. Drug 2: CCC1(CC2CC(C3=C(CCN(C2)C1)C4=CC=CC=C4N3)(C5=C(C=C6C(=C5)C78CCN9C7C(C=CC9)(C(C(C8N6C)(C(=O)OC)O)OC(=O)C)CC)OC)C(=O)OC)O.OS(=O)(=O)O. Cell line: MCF7. Synergy scores: CSS=-1.22, Synergy_ZIP=1.03, Synergy_Bliss=0.982, Synergy_Loewe=-1.37, Synergy_HSA=-1.33.